Dataset: Peptide-MHC class II binding affinity with 134,281 pairs from IEDB. Task: Regression. Given a peptide amino acid sequence and an MHC pseudo amino acid sequence, predict their binding affinity value. This is MHC class II binding data. The peptide sequence is HGRQIRMAKLLTRDPE. The MHC is DRB1_0301 with pseudo-sequence DRB1_0301. The binding affinity (normalized) is 0.409.